Dataset: Peptide-MHC class I binding affinity with 185,985 pairs from IEDB/IMGT. Task: Regression. Given a peptide amino acid sequence and an MHC pseudo amino acid sequence, predict their binding affinity value. This is MHC class I binding data. (1) The peptide sequence is LDGGNMLESI. The MHC is H-2-Db with pseudo-sequence H-2-Db. The binding affinity (normalized) is 0.0641. (2) The peptide sequence is KLFAAETLK. The MHC is HLA-A01:01 with pseudo-sequence HLA-A01:01. The binding affinity (normalized) is 0.0847. (3) The peptide sequence is TALLSCIRNA. The MHC is HLA-A02:02 with pseudo-sequence HLA-A02:02. The binding affinity (normalized) is 0.474.